Dataset: Full USPTO retrosynthesis dataset with 1.9M reactions from patents (1976-2016). Task: Predict the reactants needed to synthesize the given product. (1) Given the product [NH2:20][C:17]1[O:18][CH2:19][C:15]2([C:4]3[C:5](=[N:6][CH:7]=[C:2]([C:31]#[C:30][C:28]([CH3:29])([OH:32])[CH3:27])[CH:3]=3)[O:8][C:9]3[C:14]2=[CH:13][C:12]([C:22]#[C:23][C:37]([CH3:38])([OH:40])[CH3:39])=[CH:11][CH:10]=3)[N:16]=1, predict the reactants needed to synthesize it. The reactants are: Br[C:2]1[CH:3]=[C:4]2[C:15]3([CH2:19][O:18][C:17]([NH2:20])=[N:16]3)[C:14]3[C:9](=[CH:10][CH:11]=[C:12](I)[CH:13]=3)[O:8][C:5]2=[N:6][CH:7]=1.[CH2:22]1COC[CH2:23]1.[CH3:27][C:28]([OH:32])([C:30]#[CH:31])[CH3:29].C(N[CH:37]([CH3:39])[CH3:38])(C)C.[OH2:40]. (2) The reactants are: [F:1][C:2]1([F:58])[C:6]2[N:7]([CH2:14][C:15]([NH:17][C@H:18]([C:28]3[C:33]([C:34]4[CH:35]=[CH:36][CH:37]=[C:38]5[C:42]=4[N:41]([CH3:43])[N:40]=[C:39]5[NH:44][S:45]([CH3:48])(=[O:47])=[O:46])=[CH:32][CH:31]=[C:30]([C:49]#[C:50]C4(O)CCOC4)[N:29]=3)[CH2:19][C:20]3[CH:25]=[C:24]([F:26])[CH:23]=[C:22]([F:27])[CH:21]=3)=[O:16])[N:8]=[C:9]([C:10]([F:13])([F:12])[F:11])[C:5]=2[C@H:4]2[CH2:57][C@@H:3]12.[CH3:59][N:60]1[CH2:65][CH2:64][N:63]([CH2:66]C#C)[CH2:62][CH2:61]1. Given the product [F:1][C:2]1([F:58])[C:6]2[N:7]([CH2:14][C:15]([NH:17][C@H:18]([C:28]3[C:33]([C:34]4[CH:35]=[CH:36][CH:37]=[C:38]5[C:42]=4[N:41]([CH3:43])[N:40]=[C:39]5[NH:44][S:45]([CH3:48])(=[O:46])=[O:47])=[CH:32][CH:31]=[C:30]([C:49]#[C:50][CH2:59][N:60]4[CH2:65][CH2:64][N:63]([CH3:66])[CH2:62][CH2:61]4)[N:29]=3)[CH2:19][C:20]3[CH:21]=[C:22]([F:27])[CH:23]=[C:24]([F:26])[CH:25]=3)=[O:16])[N:8]=[C:9]([C:10]([F:11])([F:13])[F:12])[C:5]=2[C@H:4]2[CH2:57][C@@H:3]12, predict the reactants needed to synthesize it.